This data is from Full USPTO retrosynthesis dataset with 1.9M reactions from patents (1976-2016). The task is: Predict the reactants needed to synthesize the given product. (1) Given the product [CH:37]12[N:41]([CH:3]([C:20]3[CH:19]=[CH:18][C:17]4[C:22](=[CH:23][CH:24]=[C:15]([O:14][C@H:11]5[CH2:10][CH2:9][C@@H:8]([CH3:7])[CH2:13][CH2:12]5)[C:16]=4[C:28]([F:30])([F:31])[F:29])[CH:21]=3)[C:2]([OH:6])=[O:5])[CH:33]([CH2:40][CH2:39][CH2:38]1)[CH2:34][CH2:35][CH2:36]2, predict the reactants needed to synthesize it. The reactants are: O.[C:2]([OH:6])(=[O:5])[CH:3]=O.[CH3:7][C@@H:8]1[CH2:13][CH2:12][C@H:11]([O:14][C:15]2[C:16]([C:28]([F:31])([F:30])[F:29])=[C:17]3[C:22](=[CH:23][CH:24]=2)[CH:21]=[C:20](B(O)O)[CH:19]=[CH:18]3)[CH2:10][CH2:9]1.Cl.[CH:33]12[NH:41][CH:37]([CH2:38][CH2:39][CH2:40]1)[CH2:36][CH2:35][CH2:34]2.C(N(CC)C(C)C)(C)C. (2) Given the product [F:1][C:2]1[CH:7]=[C:6]([O:8][CH3:9])[C:5]([I:22])=[CH:4][C:3]=1[CH:10]1[CH2:15][CH2:14][N:13]([CH2:16][C:17]([O:19][CH2:20][CH3:21])=[O:18])[CH2:12][CH2:11]1, predict the reactants needed to synthesize it. The reactants are: [F:1][C:2]1[CH:7]=[C:6]([O:8][CH3:9])[CH:5]=[CH:4][C:3]=1[CH:10]1[CH2:15][CH2:14][N:13]([CH2:16][C:17]([O:19][CH2:20][CH3:21])=[O:18])[CH2:12][CH2:11]1.[I:22]I. (3) Given the product [Cl:1][C:2]1[CH:3]=[C:4]2[C:8](=[CH:9][CH:10]=1)[NH:7][C:6]1[CH:11]([C:16]([NH2:20])=[O:18])[CH2:12][CH2:13][CH2:14][CH2:15][C:5]2=1, predict the reactants needed to synthesize it. The reactants are: [Cl:1][C:2]1[CH:3]=[C:4]2[C:8](=[CH:9][CH:10]=1)[NH:7][C:6]1[CH:11]([C:16]([O:18]C)=O)[CH2:12][CH2:13][CH2:14][CH2:15][C:5]2=1.[NH3:20]. (4) Given the product [N:8]([CH2:1][C:2]1[CH:7]=[CH:6][CH:5]=[CH:4][CH:3]=1)=[C:16]=[S:17], predict the reactants needed to synthesize it. The reactants are: [CH2:1]([NH2:8])[C:2]1[CH:7]=[CH:6][CH:5]=[CH:4][CH:3]=1.C(N(CC)CC)C.[C:16](Cl)(Cl)=[S:17]. (5) Given the product [C:2]([O:6][CH2:7][CH2:8][N:9]([CH3:14])[C:10](=[N:24][C:25]1[CH:33]=[C:32]2[C:28]([CH2:29][C@@H:30]([OH:49])[C@@H:31]2[NH:34][C:35]([C:37]2[CH:42]=[CH:41][C:40]([C:43]3[CH:44]=[CH:45][CH:46]=[CH:47][CH:48]=3)=[CH:39][CH:38]=2)=[O:36])=[CH:27][CH:26]=1)[CH3:11])([CH3:5])([CH3:4])[CH3:3], predict the reactants needed to synthesize it. The reactants are: I.[C:2]([O:6][CH2:7][CH2:8][N:9]([CH3:14])[CH:10](SC)[CH3:11])([CH3:5])([CH3:4])[CH3:3].Cl.C(OCCN)(C)(C)C.[NH2:24][C:25]1[CH:33]=[C:32]2[C:28]([CH2:29][C@@H:30]([OH:49])[C@@H:31]2[NH:34][C:35]([C:37]2[CH:42]=[CH:41][C:40]([C:43]3[CH:48]=[CH:47][CH:46]=[CH:45][CH:44]=3)=[CH:39][CH:38]=2)=[O:36])=[CH:27][CH:26]=1. (6) The reactants are: Cl[C:2]1[N:3]=[N+:4]([O-:14])[C:5]2[CH:11]=[C:10]([CH3:12])[C:9]([CH3:13])=[CH:8][C:6]=2[N:7]=1.[NH2:15][CH2:16][CH2:17][NH:18][C:19](=[O:25])[O:20][C:21]([CH3:24])([CH3:23])[CH3:22]. Given the product [CH3:13][C:9]1[C:10]([CH3:12])=[CH:11][C:5]2[N+:4]([O-:14])=[N:3][C:2]([NH:15][CH2:16][CH2:17][NH:18][C:19](=[O:25])[O:20][C:21]([CH3:23])([CH3:22])[CH3:24])=[N:7][C:6]=2[CH:8]=1, predict the reactants needed to synthesize it. (7) Given the product [Br:6][C:7]1[CH:12]=[CH:11][C:10]([NH:13][C:14](=[O:34])[C:15]2[CH:20]=[CH:19][CH:18]=[C:17]([S:21]([N:24]3[C:32]4[C:27](=[CH:28][C:29]([Cl:33])=[CH:30][CH:31]=4)[CH2:26][CH2:25]3)(=[O:23])=[O:22])[CH:16]=2)=[C:9]([C:35]2[NH:47][S:44](=[O:45])(=[O:46])[C:39]3[CH:40]=[CH:41][CH:42]=[CH:43][C:38]=3[N:37]=2)[CH:8]=1, predict the reactants needed to synthesize it. The reactants are: S(=O)(O)[O-].[Na+].[Br:6][C:7]1[CH:12]=[CH:11][C:10]([NH:13][C:14](=[O:34])[C:15]2[CH:20]=[CH:19][CH:18]=[C:17]([S:21]([N:24]3[C:32]4[C:27](=[CH:28][C:29]([Cl:33])=[CH:30][CH:31]=4)[CH2:26][CH2:25]3)(=[O:23])=[O:22])[CH:16]=2)=[C:9]([CH:35]=O)[CH:8]=1.[NH2:37][C:38]1[CH:43]=[CH:42][CH:41]=[CH:40][C:39]=1[S:44]([NH2:47])(=[O:46])=[O:45].O.